Predict which catalyst facilitates the given reaction. From a dataset of Catalyst prediction with 721,799 reactions and 888 catalyst types from USPTO. (1) Reactant: C(OC([N:8]1[CH2:13][CH2:12][O:11][C@@H:10]([C:14]2[CH:19]=[CH:18][C:17]([NH:20][C:21]([NH:23][C:24]3[CH:29]=[C:28]([C:30]#[N:31])[CH:27]=[CH:26][C:25]=3[O:32][CH3:33])=[O:22])=[C:16]([F:34])[CH:15]=2)[CH2:9]1)=O)(C)(C)C.[ClH:35].O1CCOCC1. Product: [ClH:35].[C:30]([C:28]1[CH:27]=[CH:26][C:25]([O:32][CH3:33])=[C:24]([NH:23][C:21]([NH:20][C:17]2[CH:18]=[CH:19][C:14]([C@@H:10]3[O:11][CH2:12][CH2:13][NH:8][CH2:9]3)=[CH:15][C:16]=2[F:34])=[O:22])[CH:29]=1)#[N:31]. The catalyst class is: 1. (2) Reactant: C[O:2][C:3]([C:5]1[S:9][C:8]([N:10]2[CH2:15][CH2:14][N:13]([C:16](=[O:23])[C:17]3[CH:22]=[CH:21][CH:20]=[CH:19][CH:18]=3)[CH2:12][CH2:11]2)=[N:7][CH:6]=1)=[O:4].Cl.NO.C[O-].[Na+].CO.Cl. Product: [C:16]([N:13]1[CH2:14][CH2:15][N:10]([C:8]2[S:9][C:5]([C:3]([OH:4])=[O:2])=[CH:6][N:7]=2)[CH2:11][CH2:12]1)(=[O:23])[C:17]1[CH:22]=[CH:21][CH:20]=[CH:19][CH:18]=1. The catalyst class is: 12. (3) Reactant: [NH2:1][C:2]1[CH:18]=[CH:17][CH:16]=[C:15]([CH3:19])[C:3]=1[C:4]([NH:6][CH:7]1[CH2:12][CH2:11][C:10](=[O:13])[NH:9][C:8]1=[O:14])=[O:5].[C:20](OCC)(OCC)(OCC)[CH3:21]. Product: [CH3:20][C:21]1[N:6]([CH:7]2[CH2:12][CH2:11][C:10](=[O:13])[NH:9][C:8]2=[O:14])[C:4](=[O:5])[C:3]2[C:2](=[CH:18][CH:17]=[CH:16][C:15]=2[CH3:19])[N:1]=1. The catalyst class is: 3. (4) Reactant: [Cl:1][C:2]1[CH:11]=[C:10]2[C:5]([C:6]([OH:12])=[CH:7][CH:8]=[N:9]2)=[CH:4][C:3]=1[I:13].C1C(=O)N([Br:21])C(=O)C1. Product: [Br:21][C:7]1[CH:8]=[N:9][C:10]2[C:5]([C:6]=1[OH:12])=[CH:4][C:3]([I:13])=[C:2]([Cl:1])[CH:11]=2. The catalyst class is: 15. (5) Reactant: [CH2:1]([O:8][CH:9]1[CH2:12][N:11](C(C2C=CC=CC=2)C2C=CC=CC=2)[CH2:10]1)[C:2]1[CH:7]=[CH:6][CH:5]=[CH:4][CH:3]=1.[Cl:26]CCCl.ClC(OC(Cl)C)=O. Product: [ClH:26].[CH2:1]([O:8][CH:9]1[CH2:10][NH:11][CH2:12]1)[C:2]1[CH:3]=[CH:4][CH:5]=[CH:6][CH:7]=1. The catalyst class is: 5. (6) Reactant: C([Li])CCC.Br[C:7]1[C:8]([C:21]2[CH:25]=[CH:24][O:23][CH:22]=2)=[N:9][N:10]2[C:15]([Si:16]([CH3:19])([CH3:18])[CH3:17])=[C:14]([Cl:20])[CH:13]=[CH:12][C:11]=12.[CH:26]([C:28]1[N:33]=[C:32]([C:34]([O:36][CH3:37])=[O:35])[CH:31]=[CH:30][CH:29]=1)=[O:27].[Cl-].[NH4+]. Product: [Cl:20][C:14]1[CH:13]=[CH:12][C:11]2[N:10]([N:9]=[C:8]([C:21]3[CH:25]=[CH:24][O:23][CH:22]=3)[C:7]=2[CH:26]([OH:27])[C:28]2[N:33]=[C:32]([C:34]([O:36][CH3:37])=[O:35])[CH:31]=[CH:30][CH:29]=2)[C:15]=1[Si:16]([CH3:19])([CH3:18])[CH3:17]. The catalyst class is: 188. (7) Reactant: [C:1]1([C:7]2([CH:17]=[O:18])[CH2:16][CH2:15][C:10]3([O:14][CH2:13][CH2:12][O:11]3)[CH2:9][CH2:8]2)[CH:6]=[CH:5][CH:4]=[CH:3][CH:2]=1.[CH3:19][Mg]Br.[Cl-].[NH4+].O. Product: [CH3:19][CH:17]([C:7]1([C:1]2[CH:6]=[CH:5][CH:4]=[CH:3][CH:2]=2)[CH2:8][CH2:9][C:10]2([O:14][CH2:13][CH2:12][O:11]2)[CH2:15][CH2:16]1)[OH:18]. The catalyst class is: 54. (8) Reactant: Cl.[C:2]1(=O)[CH2:9][CH2:8][CH2:7][CH2:6][CH2:5][CH2:4][CH2:3]1.[CH2:11]([NH2:15])[CH2:12][CH2:13][CH3:14].C(=O)([O-])[O-].[Na+].[Na+].[CH3:22][O:23][C:24]([CH:26]([C:31](OC)=[O:32])[C:27](OC)=[O:28])=[O:25]. Product: [CH2:11]([N:15]1[C:27](=[O:28])[C:26]([C:24]([O:23][CH3:22])=[O:25])=[C:31]([OH:32])[C:3]2[CH2:4][CH2:5][CH2:6][CH2:7][CH2:8][CH2:9][C:2]1=2)[CH2:12][CH2:13][CH3:14]. The catalyst class is: 13.